Dataset: Forward reaction prediction with 1.9M reactions from USPTO patents (1976-2016). Task: Predict the product of the given reaction. (1) Given the reactants [C:1]([O:5][C:6](=[O:29])[NH:7][C:8]1[CH:13]=[CH:12][C:11]([C:14]2[CH:15]=[N:16][C:17]([O:20]CC3C=CC=CC=3)=[CH:18][CH:19]=2)=[CH:10][C:9]=1[NH2:28])([CH3:4])([CH3:3])[CH3:2], predict the reaction product. The product is: [C:1]([O:5][C:6](=[O:29])[NH:7][C:8]1[CH:13]=[CH:12][C:11]([C:14]2[CH:19]=[CH:18][C:17](=[O:20])[NH:16][CH:15]=2)=[CH:10][C:9]=1[NH2:28])([CH3:4])([CH3:2])[CH3:3]. (2) Given the reactants [CH3:1][CH:2]([NH:13][C:14]1[S:15][CH:16]=[C:17]([C:19]2[CH:24]=[CH:23][CH:22]=[CH:21][CH:20]=2)[N:18]=1)[C:3]1[CH:12]=[CH:11][C:6]([C:7](OC)=[O:8])=[CH:5][CH:4]=1.[H-].C([Al+]CC(C)C)C(C)C.C(OCC)C.O.O.O.O.O.O.O.O.O.O.[O-]S([O-])(=O)=O.[Na+].[Na+], predict the reaction product. The product is: [CH3:1][CH:2]([NH:13][C:14]1[S:15][CH:16]=[C:17]([C:19]2[CH:24]=[CH:23][CH:22]=[CH:21][CH:20]=2)[N:18]=1)[C:3]1[CH:4]=[CH:5][C:6]([CH2:7][OH:8])=[CH:11][CH:12]=1.